From a dataset of Forward reaction prediction with 1.9M reactions from USPTO patents (1976-2016). Predict the product of the given reaction. (1) Given the reactants [Cl:1][C:2]1[CH:7]=[CH:6][C:5]([CH2:8][C:9]#[N:10])=[CH:4][CH:3]=1.[OH-].[Na+].[CH2:13]([OH:15])C, predict the reaction product. The product is: [Cl:1][C:2]1[CH:7]=[CH:6][C:5]([C:8](=[CH:13][OH:15])[C:9]#[N:10])=[CH:4][CH:3]=1. (2) Given the reactants Cl[C:2]1[CH:7]=[CH:6][N:5]=[C:4]2[CH:8]=[C:9]([C:11]3[S:12][CH:13]=[CH:14][N:15]=3)[S:10][C:3]=12.[F:16][C:17]1[CH:22]=[C:21]([N+:23]([O-:25])=[O:24])[CH:20]=[CH:19][C:18]=1[OH:26].C(=O)([O-])[O-].[K+].[K+], predict the reaction product. The product is: [F:16][C:17]1[CH:22]=[C:21]([N+:23]([O-:25])=[O:24])[CH:20]=[CH:19][C:18]=1[O:26][C:2]1[CH:7]=[CH:6][N:5]=[C:4]2[CH:8]=[C:9]([C:11]3[S:12][CH:13]=[CH:14][N:15]=3)[S:10][C:3]=12. (3) Given the reactants N[C:2]1[C:3]([C:14]2[CH:15]=[C:16]([NH:21][C:22](=[O:33])[C:23]3[CH:28]=[CH:27][CH:26]=[C:25]([C:29]([F:32])([F:31])[F:30])[CH:24]=3)[CH:17]=[CH:18][C:19]=2[Cl:20])=[CH:4][C:5]2[CH:10]=[N:9][C:8]([S:11][CH3:12])=[N:7][C:6]=2[N:13]=1.N([O-])=[O:35].[Na+], predict the reaction product. The product is: [Cl:20][C:19]1[CH:18]=[CH:17][C:16]([NH:21][C:22](=[O:33])[C:23]2[CH:28]=[CH:27][CH:26]=[C:25]([C:29]([F:31])([F:30])[F:32])[CH:24]=2)=[CH:15][C:14]=1[C:3]1[C:2](=[O:35])[NH:13][C:6]2[N:7]=[C:8]([S:11][CH3:12])[N:9]=[CH:10][C:5]=2[CH:4]=1. (4) Given the reactants C(C1C=C(C)C(S([N:14]2[CH2:18][CH2:17][CH:16]([F:19])[CH2:15]2)=O)=C(C)C=1)(C)(C)C.[F:21][C:22]([F:27])([F:26])[C:23]([OH:25])=[O:24], predict the reaction product. The product is: [F:21][C:22]([F:27])([F:26])[C:23]([OH:25])=[O:24].[F:19][CH:16]1[CH2:17][CH2:18][NH:14][CH2:15]1. (5) Given the reactants [F:1][C:2]1[N:10]=[C:9]2[C:5]([N:6]=[C:7]([CH2:11][C:12]3[C:20]([I:21])=[CH:19][C:15]4[O:16][CH2:17][O:18][C:14]=4[CH:13]=3)[NH:8]2)=[C:4]([NH2:22])[N:3]=1.S([O:33][CH2:34][CH2:35][CH2:36][CH2:37][CH2:38][CH2:39][CH2:40][CH2:41]O)(C1C=CC(C)=CC=1)(=O)=O.C([O-])([O-])=O.[Cs+].[Cs+], predict the reaction product. The product is: [NH2:22][C:4]1[N:3]=[C:2]([F:1])[N:10]=[C:9]2[C:5]=1[N:6]=[C:7]([CH2:11][C:12]1[C:20]([I:21])=[CH:19][C:15]3[O:16][CH2:17][O:18][C:14]=3[CH:13]=1)[N:8]2[CH2:41][CH2:40][CH2:39][CH2:38][CH2:37][CH2:36][CH2:35][CH2:34][OH:33]. (6) Given the reactants [CH2:1]([O:8][C:9](=[O:22])[NH:10][C:11]([CH3:21])([CH3:20])[CH2:12][C:13]1[CH:18]=[CH:17][C:16]([OH:19])=[CH:15][CH:14]=1)[C:2]1[CH:7]=[CH:6][CH:5]=[CH:4][CH:3]=1.[CH2:23](I)[CH3:24].C(=O)([O-])[O-].[K+].[K+], predict the reaction product. The product is: [CH2:1]([O:8][C:9](=[O:22])[NH:10][C:11]([CH3:20])([CH3:21])[CH2:12][C:13]1[CH:18]=[CH:17][C:16]([O:19][CH2:23][CH3:24])=[CH:15][CH:14]=1)[C:2]1[CH:7]=[CH:6][CH:5]=[CH:4][CH:3]=1.